From a dataset of Full USPTO retrosynthesis dataset with 1.9M reactions from patents (1976-2016). Predict the reactants needed to synthesize the given product. (1) Given the product [CH2:1]([O:8][C:9](=[O:26])[CH:10]([NH:11][C:12]([O:14][C:15]([CH3:18])([CH3:17])[CH3:16])=[O:13])[C:19]1[CH:24]=[CH:23][C:22](/[CH:28]=[CH:27]/[S:29]([CH3:32])(=[O:31])=[O:30])=[CH:21][CH:20]=1)[C:2]1[CH:7]=[CH:6][CH:5]=[CH:4][CH:3]=1, predict the reactants needed to synthesize it. The reactants are: [CH2:1]([O:8][C:9](=[O:26])[CH:10]([C:19]1[CH:24]=[CH:23][C:22](Br)=[CH:21][CH:20]=1)[NH:11][C:12]([O:14][C:15]([CH3:18])([CH3:17])[CH3:16])=[O:13])[C:2]1[CH:7]=[CH:6][CH:5]=[CH:4][CH:3]=1.[CH:27]([S:29]([CH3:32])(=[O:31])=[O:30])=[CH2:28].C1(C)C=CC=CC=1P(C1C=CC=CC=1C)C1C=CC=CC=1C.C(N(CC)CC)C. (2) Given the product [Cl:2][C:3]1[CH:8]=[C:7]([Cl:9])[CH:6]=[CH:5][C:4]=1[CH2:10][CH2:11][O:12][C:13]1[CH:14]=[C:15]([C:21]([N:23]2[CH2:28][CH2:27][N:26]([CH2:36][C:37]3[CH:42]=[CH:41][C:40]([F:43])=[CH:39][CH:38]=3)[CH2:25][CH2:24]2)=[O:22])[CH:16]=[CH:17][C:18]=1[O:19][CH3:20], predict the reactants needed to synthesize it. The reactants are: Cl.[Cl:2][C:3]1[CH:8]=[C:7]([Cl:9])[CH:6]=[CH:5][C:4]=1[CH2:10][CH2:11][O:12][C:13]1[CH:14]=[C:15]([C:21]([N:23]2[CH2:28][CH2:27][NH:26][CH2:25][CH2:24]2)=[O:22])[CH:16]=[CH:17][C:18]=1[O:19][CH3:20].C(=O)([O-])[O-].[K+].[K+].Br[CH2:36][C:37]1[CH:42]=[CH:41][C:40]([F:43])=[CH:39][CH:38]=1. (3) Given the product [CH2:1]([NH:8][C:9]1[N:17]=[CH:16][N:15]=[C:14]2[C:10]=1[N:11]=[C:12]([O:30][CH3:29])[N:13]2[C@@H:18]1[O:24][C@H:23]([CH2:25][OH:26])[C@@H:21]([OH:22])[C@H:19]1[OH:20])[C:2]1[CH:7]=[CH:6][CH:5]=[CH:4][CH:3]=1, predict the reactants needed to synthesize it. The reactants are: [CH2:1]([NH:8][C:9]1[N:17]=[CH:16][N:15]=[C:14]2[C:10]=1[N:11]=[C:12](Br)[N:13]2[C@@H:18]1[O:24][C@H:23]([CH2:25][OH:26])[C@@H:21]([OH:22])[C@H:19]1[OH:20])[C:2]1[CH:7]=[CH:6][CH:5]=[CH:4][CH:3]=1.C[C:29](O)=[O:30]. (4) Given the product [NH3:1].[CH2:50]([Cl:52])[Cl:51].[C:19]1([CH:25]=[CH:26][CH2:27][N:28]2[CH2:29][CH2:30][N:31]([CH2:15][C:14]3[CH:17]=[CH:18][C:11]([O:10][CH2:9][CH2:8][CH2:7][N:1]4[CH2:6][CH2:5][CH2:4][CH2:3][CH2:2]4)=[CH:12][CH:13]=3)[CH2:32][CH2:33]2)[CH:24]=[CH:23][CH:22]=[CH:21][CH:20]=1, predict the reactants needed to synthesize it. The reactants are: [N:1]1([CH2:7][CH2:8][CH2:9][O:10][C:11]2[CH:18]=[CH:17][C:14]([CH:15]=O)=[CH:13][CH:12]=2)[CH2:6][CH2:5][CH2:4][CH2:3][CH2:2]1.[C:19]1([CH:25]=[CH:26][CH2:27][N:28]2[CH2:33][CH2:32][NH:31][CH2:30][CH2:29]2)[CH:24]=[CH:23][CH:22]=[CH:21][CH:20]=1.C(O[BH-](OC(=O)C)OC(=O)C)(=O)C.[Na+].[OH-].[Na+].[CH2:50]([Cl:52])[Cl:51]. (5) The reactants are: P(Cl)(Cl)([Cl:3])=O.[Cl:6][C:7]1[CH:8]=[C:9]2[N:15]([CH:16]=1)[CH2:14][C:13]1[CH:17]=[C:18]([Cl:21])[CH:19]=[CH:20][C:12]=1[NH:11][C:10]2=O. Given the product [Cl:6][C:7]1[CH:8]=[C:9]2[N:15]([CH:16]=1)[CH2:14][C:13]1[CH:17]=[C:18]([Cl:21])[CH:19]=[CH:20][C:12]=1[N:11]=[C:10]2[Cl:3], predict the reactants needed to synthesize it. (6) Given the product [CH3:1][C:2]1[C:10]2[C:5](=[N:6][CH:7]=[C:8]([NH2:11])[CH:9]=2)[NH:4][N:3]=1, predict the reactants needed to synthesize it. The reactants are: [CH3:1][C:2]1[C:10]2[C:5](=[N:6][CH:7]=[C:8]([N+:11]([O-])=O)[CH:9]=2)[NH:4][N:3]=1. (7) Given the product [C:38]([C:35]1[CH:36]=[CH:37][C:32]([NH:21][CH:20]([C:9]2[CH:10]=[C:11]([O:17][CH2:18][CH3:19])[C:12]([O:14][CH2:15][CH3:16])=[CH:13][C:8]=2[NH:7][S:6]([CH2:5][C:4]([OH:3])=[O:42])(=[O:40])=[O:41])[CH2:24][NH:23][S:25]([CH2:28][CH2:29][CH3:30])(=[O:27])=[O:26])=[CH:33][CH:34]=1)(=[NH:39])[NH2:49], predict the reactants needed to synthesize it. The reactants are: C([O:3][C:4](=[O:42])[CH2:5][S:6](=[O:41])(=[O:40])[NH:7][C:8]1[CH:13]=[C:12]([O:14][CH2:15][CH3:16])[C:11]([O:17][CH2:18][CH3:19])=[CH:10][C:9]=1[C@@H:20]1[CH2:24][N:23]([S:25]([CH2:28][CH2:29][CH3:30])(=[O:27])=[O:26])C(=O)[N:21]1[C:32]1[CH:37]=[CH:36][C:35]([C:38]#[N:39])=[CH:34][CH:33]=1)C.[OH-].[Li+].NO.CC[N:49](C(C)C)C(C)C. (8) Given the product [NH:3]1[C:7]2[CH:8]=[CH:9][CH:10]=[CH:11][C:6]=2[N:5]=[C:4]1[C@H:12]([NH:22][C:33]([NH:24][C@H:25]1[CH2:30][CH2:29][CH2:28][CH2:27][C@H:26]1[CH2:31][OH:32])=[O:34])[CH2:13][C:14]1[CH:19]=[CH:18][C:17]([O:20][CH3:21])=[CH:16][CH:15]=1, predict the reactants needed to synthesize it. The reactants are: Cl.Cl.[NH:3]1[C:7]2[CH:8]=[CH:9][CH:10]=[CH:11][C:6]=2[N:5]=[C:4]1[C@H:12]([NH2:22])[CH2:13][C:14]1[CH:19]=[CH:18][C:17]([O:20][CH3:21])=[CH:16][CH:15]=1.Cl.[NH2:24][C@H:25]1[CH2:30][CH2:29][CH2:28][CH2:27][C@H:26]1[CH2:31][OH:32].[C:33](O)(C(F)(F)F)=[O:34].